This data is from Forward reaction prediction with 1.9M reactions from USPTO patents (1976-2016). The task is: Predict the product of the given reaction. (1) Given the reactants Br[C:2]1[CH:3]=[CH:4][C:5]([O:19][CH:20]([CH:24]([CH3:26])[CH3:25])[CH:21]([CH3:23])[CH3:22])=[C:6]([NH:8][C:9]([NH:11][C:12]2[CH:17]=[CH:16][C:15]([CH3:18])=[CH:14][CH:13]=2)=[O:10])[CH:7]=1.[C:27]([C:30]1[CH:35]=[CH:34][CH:33]=[CH:32][C:31]=1B(O)O)([OH:29])=[O:28].BrC1C=C(C(C2C=CC=CC=2)C=C)C(OCCC)=C(NC(NC2C=CC(C)=CC=2)=O)C=1, predict the reaction product. The product is: [CH3:22][CH:21]([CH:20]([O:19][C:5]1[CH:4]=[CH:3][C:2]([C:31]2[C:30]([C:27]([OH:29])=[O:28])=[CH:35][CH:34]=[CH:33][CH:32]=2)=[CH:7][C:6]=1[NH:8][C:9]([NH:11][C:12]1[CH:17]=[CH:16][C:15]([CH3:18])=[CH:14][CH:13]=1)=[O:10])[CH:24]([CH3:26])[CH3:25])[CH3:23]. (2) The product is: [CH2:1]([O:3][C:4]([C:6]1[NH:7][C:8]2[C:13]([CH:14]=1)=[CH:12][C:11]([O:15][CH:21]1[CH2:22][CH2:23][N:19]([CH:16]([CH3:18])[CH3:17])[CH2:20]1)=[CH:10][CH:9]=2)=[O:5])[CH3:2]. Given the reactants [CH2:1]([O:3][C:4]([C:6]1[NH:7][C:8]2[C:13]([CH:14]=1)=[CH:12][C:11]([OH:15])=[CH:10][CH:9]=2)=[O:5])[CH3:2].[CH:16]([N:19]1[CH2:23][CH2:22][CH:21](O)[CH2:20]1)([CH3:18])[CH3:17].N(C(N1CCCCC1)=O)=NC(N1CCCCC1)=O, predict the reaction product. (3) Given the reactants [F:1][C:2]([F:13])([F:12])[C@H:3]([CH3:11])[C@@H:4]([C:6]([O:8][CH2:9][CH3:10])=[O:7])[NH2:5].C(N(CC)CC)C.[CH2:21]([O:28][C:29](ON1C(=O)CCC1=O)=[O:30])[C:22]1[CH:27]=[CH:26][CH:25]=[CH:24][CH:23]=1, predict the reaction product. The product is: [CH2:21]([O:28][C:29]([NH:5][C@H:4]([C:6]([O:8][CH2:9][CH3:10])=[O:7])[C@H:3]([C:2]([F:12])([F:13])[F:1])[CH3:11])=[O:30])[C:22]1[CH:27]=[CH:26][CH:25]=[CH:24][CH:23]=1. (4) Given the reactants [CH3:1][O:2][C:3]1[CH:36]=[CH:35][C:6]([CH2:7][O:8][C:9]2[C:10]([C:32](O)=[O:33])=[N:11][C:12]([C:25]3[CH:30]=[CH:29][C:28]([CH3:31])=[CH:27][CH:26]=3)=[N:13][C:14]=2[O:15][CH2:16][C:17]2[CH:22]=[CH:21][C:20]([O:23][CH3:24])=[CH:19][CH:18]=2)=[CH:5][CH:4]=1.CN(C(ON1N=NC2C=CC=NC1=2)=[N+](C)C)C.F[P-](F)(F)(F)(F)F.CCN(C(C)C)C(C)C.[C:70]([Si:74]([CH3:88])([CH3:87])[O:75][CH2:76][CH2:77][NH:78][CH2:79][C:80]1[CH:85]=[CH:84][C:83]([F:86])=[CH:82][CH:81]=1)([CH3:73])([CH3:72])[CH3:71], predict the reaction product. The product is: [C:70]([Si:74]([CH3:88])([CH3:87])[O:75][CH2:76][CH2:77][N:78]([CH2:79][C:80]1[CH:85]=[CH:84][C:83]([F:86])=[CH:82][CH:81]=1)[C:32]([C:10]1[C:9]([O:8][CH2:7][C:6]2[CH:5]=[CH:4][C:3]([O:2][CH3:1])=[CH:36][CH:35]=2)=[C:14]([O:15][CH2:16][C:17]2[CH:22]=[CH:21][C:20]([O:23][CH3:24])=[CH:19][CH:18]=2)[N:13]=[C:12]([C:25]2[CH:30]=[CH:29][C:28]([CH3:31])=[CH:27][CH:26]=2)[N:11]=1)=[O:33])([CH3:73])([CH3:72])[CH3:71]. (5) The product is: [NH2:4][C:5]1[CH:14]=[CH:13][C:8]([C:9]([OH:11])=[O:10])=[CH:7][C:6]=1[C:15]([OH:17])=[O:16]. Given the reactants O[Li].O.[NH2:4][C:5]1[CH:14]=[CH:13][C:8]([C:9]([O:11]C)=[O:10])=[CH:7][C:6]=1[C:15]([O-:17])=[O:16].Cl, predict the reaction product. (6) Given the reactants [CH3:1][S:2](Cl)(=[O:4])=[O:3].[Cl:6][C:7]1[CH:12]=[CH:11][C:10]([CH:13]([NH:16][C:17](=[O:23])[O:18][C:19]([CH3:22])([CH3:21])[CH3:20])[CH2:14][OH:15])=[CH:9][CH:8]=1.C(N(CC)C(C)C)(C)C, predict the reaction product. The product is: [CH3:1][S:2]([O:15][CH2:14][CH:13]([NH:16][C:17]([O:18][C:19]([CH3:20])([CH3:22])[CH3:21])=[O:23])[C:10]1[CH:11]=[CH:12][C:7]([Cl:6])=[CH:8][CH:9]=1)(=[O:4])=[O:3]. (7) Given the reactants OC1C=CC=CN=1.[C:8]([O:12][C:13](=[O:41])[NH:14][C@H:15]([C@@H:33]1[CH2:37][C@@H:36]([CH2:38][CH3:39])[C:35](=[O:40])[O:34]1)[CH2:16][N:17]1[CH2:22][C:21](=[O:23])[N:20]([C:24]2[CH:29]=[CH:28][CH:27]=[CH:26][C:25]=2[CH3:30])[CH2:19][C:18]1([CH3:32])[CH3:31])([CH3:11])([CH3:10])[CH3:9].[CH3:42][C:43]([CH3:47])([CH3:46])[CH2:44][NH2:45], predict the reaction product. The product is: [C:8]([O:12][C:13](=[O:41])[NH:14][C@@H:15]([CH2:16][N:17]1[CH2:22][C:21](=[O:23])[N:20]([C:24]2[CH:29]=[CH:28][CH:27]=[CH:26][C:25]=2[CH3:30])[CH2:19][C:18]1([CH3:31])[CH3:32])[C@@H:33]([OH:34])[CH2:37][C@H:36]([C:35](=[O:40])[NH:45][CH2:44][C:43]([CH3:47])([CH3:46])[CH3:42])[CH2:38][CH3:39])([CH3:11])([CH3:10])[CH3:9]. (8) Given the reactants C(O)(=O)C(O)=O.[C:7]([O:11][C:12]([N:14]1[CH2:20][C:16]2([CH2:19][NH:18][CH2:17]2)[CH2:15]1)=[O:13])([CH3:10])([CH3:9])[CH3:8].C(N(CC)CC)C.[Cl:28][C:29]1[CH:34]=[C:33]([Cl:35])[CH:32]=[CH:31][C:30]=1[CH2:36][N:37]=[C:38]=[O:39], predict the reaction product. The product is: [C:7]([O:11][C:12]([N:14]1[CH2:15][C:16]2([CH2:17][N:18]([C:38](=[O:39])[NH:37][CH2:36][C:30]3[CH:31]=[CH:32][C:33]([Cl:35])=[CH:34][C:29]=3[Cl:28])[CH2:19]2)[CH2:20]1)=[O:13])([CH3:10])([CH3:8])[CH3:9]. (9) Given the reactants [OH:1][C:2]1[CH:11]=[C:10]2[C:5]([C:6]([O:12][C:13]3[CH:14]=[C:15]4[C:19](=[CH:20][CH:21]=3)[NH:18][CH:17]=[CH:16]4)=[N:7][CH:8]=[N:9]2)=[CH:4][C:3]=1[O:22][CH3:23].C(=O)([O-])[O-].[K+].[K+].CC1C=CC(S(O[CH2:41][C@@H:42]2[O:44][CH2:43]2)(=O)=O)=CC=1, predict the reaction product. The product is: [NH:18]1[C:19]2[C:15](=[CH:14][C:13]([O:12][C:6]3[C:5]4[C:10](=[CH:11][C:2]([O:1][CH2:41][C@H:42]5[CH2:43][O:44]5)=[C:3]([O:22][CH3:23])[CH:4]=4)[N:9]=[CH:8][N:7]=3)=[CH:21][CH:20]=2)[CH:16]=[CH:17]1.